This data is from Forward reaction prediction with 1.9M reactions from USPTO patents (1976-2016). The task is: Predict the product of the given reaction. (1) Given the reactants [NH2:1][C:2]1[S:3][C:4]([C:7]([O:9][CH2:10][CH3:11])=[O:8])=[CH:5][N:6]=1.[CH3:12][S:13]([C:16]1[CH:21]=[CH:20][C:19](/[C:22](=[CH:26]\[CH:27]2[CH2:32][CH2:31][O:30][CH2:29][CH2:28]2)/[C:23](O)=[O:24])=[CH:18][CH:17]=1)(=[O:15])=[O:14], predict the reaction product. The product is: [CH3:12][S:13]([C:16]1[CH:17]=[CH:18][C:19](/[C:22](=[CH:26]\[CH:27]2[CH2:32][CH2:31][O:30][CH2:29][CH2:28]2)/[C:23]([NH:1][C:2]2[S:3][C:4]([C:7]([O:9][CH2:10][CH3:11])=[O:8])=[CH:5][N:6]=2)=[O:24])=[CH:20][CH:21]=1)(=[O:15])=[O:14]. (2) Given the reactants [CH3:1][S:2](Cl)(=[O:4])=[O:3].[F:6][C:7]1[C:8]([CH3:26])([CH3:25])[O:9][C:10]2[C:15]([C:16]=1[C:17]1[CH:22]=[CH:21][C:20]([F:23])=[CH:19][CH:18]=1)=[CH:14][CH:13]=[C:12]([NH2:24])[CH:11]=2, predict the reaction product. The product is: [F:6][C:7]1[C:8]([CH3:26])([CH3:25])[O:9][C:10]2[C:15]([C:16]=1[C:17]1[CH:18]=[CH:19][C:20]([F:23])=[CH:21][CH:22]=1)=[CH:14][CH:13]=[C:12]([NH:24][S:2]([CH3:1])(=[O:4])=[O:3])[CH:11]=2.